This data is from Forward reaction prediction with 1.9M reactions from USPTO patents (1976-2016). The task is: Predict the product of the given reaction. (1) Given the reactants [NH2:1][C:2]1[CH:3]=[CH:4][C:5]([F:33])=[C:6]([C:8]23[CH2:16][N:15]([C:17]4[N:22]=[CH:21][C:20]([F:23])=[CH:19][N:18]=4)[CH2:14][CH:13]2[CH2:12][S:11][C:10]([NH:24][C:25](=[O:32])[C:26]2[CH:31]=[CH:30][CH:29]=[CH:28][CH:27]=2)=[N:9]3)[CH:7]=1.[F:34][C:35]1[CH:36]=[CH:37][C:38]([C:41](O)=[O:42])=[N:39][CH:40]=1.ON1C2C=CC=CC=2N=N1.Cl.CN(C)CCCN=C=NCC.[OH-].[Na+], predict the reaction product. The product is: [C:25]([NH:24][C:10]1[S:11][CH2:12][CH:13]2[CH2:14][N:15]([C:17]3[N:22]=[CH:21][C:20]([F:23])=[CH:19][N:18]=3)[CH2:16][C:8]2([C:6]2[CH:7]=[C:2]([NH:1][C:41]([C:38]3[CH:37]=[CH:36][C:35]([F:34])=[CH:40][N:39]=3)=[O:42])[CH:3]=[CH:4][C:5]=2[F:33])[N:9]=1)(=[O:32])[C:26]1[CH:31]=[CH:30][CH:29]=[CH:28][CH:27]=1. (2) Given the reactants [C:1]([O:4][C:5]1[CH:25]=[CH:24][C:8]([C:9]2[CH2:10][O:11][C:12]3[C:17]([CH:18]=2)=[CH:16][CH:15]=[C:14]([O:19][C:20](=[O:22])[CH3:21])[C:13]=3[CH3:23])=[CH:7][CH:6]=1)(=[O:3])[CH3:2].[CH:26]1C=CC([C+](C2C=CC=CC=2)C2C=CC=CC=2)=CC=1.F[P-](F)(F)(F)(F)F.C[Zn]C, predict the reaction product. The product is: [C:1]([O:4][C:5]1[CH:25]=[CH:24][C:8]([C:9]2[CH:10]([CH3:26])[O:11][C:12]3[C:17]([CH:18]=2)=[CH:16][CH:15]=[C:14]([O:19][C:20](=[O:22])[CH3:21])[C:13]=3[CH3:23])=[CH:7][CH:6]=1)(=[O:3])[CH3:2]. (3) Given the reactants C12BC(CCC1)CCC2.[CH2:10]([C:13]1[C:14](=[O:29])[N:15]([C:19]2[CH:24]=[CH:23][C:22]([N+:25]([O-:27])=[O:26])=[CH:21][C:20]=2[CH3:28])[CH:16]=[CH:17][CH:18]=1)[CH:11]=[CH2:12].[OH-].[Na+].OO.S(=O)(O)[O-:35].[Na+], predict the reaction product. The product is: [OH:35][CH2:12][CH2:11][CH2:10][C:13]1[C:14](=[O:29])[N:15]([C:19]2[CH:24]=[CH:23][C:22]([N+:25]([O-:27])=[O:26])=[CH:21][C:20]=2[CH3:28])[CH:16]=[CH:17][CH:18]=1. (4) The product is: [Cl:21][C:22]1[CH:35]=[CH:34][C:25]2[N:26]=[C:27]([C@@H:29]3[CH2:33][CH2:32][CH2:31][N:30]3[C:14]([C@H:13]([CH2:17][CH2:18][CH2:19][CH3:20])[CH2:12][N:9]([OH:8])[CH:10]=[O:11])=[O:15])[O:28][C:24]=2[CH:23]=1. Given the reactants C([O:8][N:9]([CH2:12][C@@H:13]([CH2:17][CH2:18][CH2:19][CH3:20])[C:14](O)=[O:15])[CH:10]=[O:11])C1C=CC=CC=1.[Cl:21][C:22]1[CH:35]=[CH:34][C:25]2[N:26]=[C:27]([C@@H:29]3[CH2:33][CH2:32][CH2:31][NH:30]3)[O:28][C:24]=2[CH:23]=1, predict the reaction product.